Dataset: Catalyst prediction with 721,799 reactions and 888 catalyst types from USPTO. Task: Predict which catalyst facilitates the given reaction. (1) Reactant: [F:1][C:2]1[CH:3]=[C:4]([N:26]2[CH2:30][C@H:29]([CH2:31][NH:32][C:33](=[O:35])[CH3:34])[O:28][C:27]2=[O:36])[CH:5]=[C:6]([F:25])[C:7]=1[N:8]1[CH2:13][CH2:12][CH:11]([N:14]2[N:18]=[N:17][C:16]([N:19]3[CH2:24][CH2:23][NH:22][CH2:21][CH2:20]3)=[N:15]2)[CH2:10][CH2:9]1.[CH:37](O)=O.C=O.C([O-])([O-])=O.[Na+].[Na+]. Product: [CH3:37][N:22]1[CH2:21][CH2:20][N:19]([C:16]2[N:17]=[N:18][N:14]([CH:11]3[CH2:12][CH2:13][N:8]([C:7]4[C:6]([F:25])=[CH:5][C:4]([N:26]5[CH2:30][C@H:29]([CH2:31][NH:32][C:33](=[O:35])[CH3:34])[O:28][C:27]5=[O:36])=[CH:3][C:2]=4[F:1])[CH2:9][CH2:10]3)[N:15]=2)[CH2:24][CH2:23]1. The catalyst class is: 6. (2) Reactant: [CH2:1]([O:8][C:9]([N:11]1[CH2:27][CH2:26][C:15]2=[CH:16][CH:17]=[C:18]3[C:22]([C:21](=[O:23])[C:20]([F:25])([F:24])[CH2:19]3)=[C:14]2[CH2:13][CH2:12]1)=[O:10])[C:2]1[CH:7]=[CH:6][CH:5]=[CH:4][CH:3]=1.[BH4-].[Na+]. Product: [CH2:1]([O:8][C:9]([N:11]1[CH2:12][CH2:13][C:14]2[C:22]3[CH:21]([OH:23])[C:20]([F:24])([F:25])[CH2:19][C:18]=3[CH:17]=[CH:16][C:15]=2[CH2:26][CH2:27]1)=[O:10])[C:2]1[CH:3]=[CH:4][CH:5]=[CH:6][CH:7]=1. The catalyst class is: 40. (3) Reactant: [O:1]=[C:2]([C:6]1([C:9]([F:12])([F:11])[F:10])[CH2:8][CH2:7]1)[CH2:3][C:4]#[N:5].S(O)(O)(=O)=O.[NH2:18]O.C(=O)([O-])O.[Na+].Cl. Product: [F:12][C:9]([F:10])([F:11])[C:6]1([C:2]2[O:1][N:5]=[C:4]([NH2:18])[CH:3]=2)[CH2:8][CH2:7]1. The catalyst class is: 24. (4) Reactant: [C:1]12([CH2:11][NH:12][CH2:13][C@H:14]([C:16]3[CH:21]=[CH:20][CH:19]=[CH:18][CH:17]=3)[OH:15])[CH2:10][CH:5]3[CH2:6][CH:7]([CH2:9][CH:3]([CH2:4]3)[CH2:2]1)[CH2:8]2.CCN(CC)CC.Cl[C:30](Cl)([O:32]C(=O)OC(Cl)(Cl)Cl)Cl. Product: [C:1]12([CH2:11][N:12]3[CH2:13][C@H:14]([C:16]4[CH:17]=[CH:18][CH:19]=[CH:20][CH:21]=4)[O:15][C:30]3=[O:32])[CH2:8][CH:7]3[CH2:6][CH:5]([CH2:4][CH:3]([CH2:9]3)[CH2:2]1)[CH2:10]2. The catalyst class is: 2. (5) Reactant: [F:1][C:2]1[CH:31]=[CH:30][C:5]([CH2:6][N:7]([CH2:21][C:22]2[CH:27]=[CH:26][C:25]([O:28][CH3:29])=[CH:24][CH:23]=2)[S:8]([C:11]2[CH:20]=[CH:19][C:14]([C:15]([O:17]C)=[O:16])=[CH:13][CH:12]=2)(=[O:10])=[O:9])=[CH:4][CH:3]=1.[OH-].[Na+]. Product: [F:1][C:2]1[CH:31]=[CH:30][C:5]([CH2:6][N:7]([CH2:21][C:22]2[CH:27]=[CH:26][C:25]([O:28][CH3:29])=[CH:24][CH:23]=2)[S:8]([C:11]2[CH:12]=[CH:13][C:14]([C:15]([OH:17])=[O:16])=[CH:19][CH:20]=2)(=[O:10])=[O:9])=[CH:4][CH:3]=1. The catalyst class is: 92.